From a dataset of Peptide-MHC class II binding affinity with 134,281 pairs from IEDB. Regression. Given a peptide amino acid sequence and an MHC pseudo amino acid sequence, predict their binding affinity value. This is MHC class II binding data. The peptide sequence is AFILDGDNLFPTV. The binding affinity (normalized) is 0.876. The MHC is HLA-DQA10501-DQB10201 with pseudo-sequence HLA-DQA10501-DQB10201.